This data is from Full USPTO retrosynthesis dataset with 1.9M reactions from patents (1976-2016). The task is: Predict the reactants needed to synthesize the given product. (1) Given the product [CH2:1]([O:3][C:4]([C:5]1([S:6]([C:9]2[CH:10]=[CH:11][C:12]([O:15][CH2:16][C:17]#[C:18][CH3:19])=[CH:13][CH:14]=2)(=[O:7])=[O:8])[CH2:22][CH2:23][N:24]([CH2:25][C:26]2[CH:31]=[CH:30][CH:29]=[CH:28][CH:27]=2)[CH2:32][CH2:33]1)=[O:20])[CH3:2], predict the reactants needed to synthesize it. The reactants are: [CH2:1]([O:3][C:4](=[O:20])[CH2:5][S:6]([C:9]1[CH:14]=[CH:13][C:12]([O:15][CH2:16][C:17]#[C:18][CH3:19])=[CH:11][CH:10]=1)(=[O:8])=[O:7])[CH3:2].Cl[CH2:22][CH2:23][N:24]([CH2:32][CH2:33]Cl)[CH2:25][C:26]1[CH:31]=[CH:30][CH:29]=[CH:28][CH:27]=1. (2) Given the product [OH:2][CH2:1][CH2:3][NH:4][CH2:15][C:5]1[C:9]2[N:10]=[CH:11][NH:12][C:13](=[O:14])[C:8]=2[NH:7][CH:6]=1, predict the reactants needed to synthesize it. The reactants are: [CH2:1]([CH2:3][NH2:4])[OH:2].[CH:5]1[C:9]2[N:10]=[CH:11][NH:12][C:13](=[O:14])[C:8]=2[NH:7][CH:6]=1.[CH2:15]=O. (3) Given the product [Cl:1][C:2]1[CH:3]=[C:4]([NH:11][C:12]2[CH:13]=[CH:14][C:15]([N:18]3[CH2:23][CH2:22][NH:21][CH2:20][CH2:19]3)=[CH:16][N:17]=2)[C:5]2[N:6]([CH:8]=[CH:9][N:10]=2)[CH:7]=1, predict the reactants needed to synthesize it. The reactants are: [Cl:1][C:2]1[CH:3]=[C:4]([NH:11][C:12]2[N:17]=[CH:16][C:15]([N:18]3[CH2:23][CH2:22][N:21](C(OC(C)(C)C)=O)[CH2:20][CH2:19]3)=[CH:14][CH:13]=2)[C:5]2[N:6]([CH:8]=[CH:9][N:10]=2)[CH:7]=1. (4) Given the product [Br:24][C:25]1[C:16]([C:17]2[CH:22]=[CH:21][CH:20]=[CH:19][CH:18]=2)=[N:23][C:16]([C:17]2[CH:22]=[CH:21][CH:20]=[CH:19][CH:18]=2)=[N:23][C:26]=1[C:28]1[CH:33]=[CH:32][CH:31]=[CH:30][CH:29]=1, predict the reactants needed to synthesize it. The reactants are: FC(F)(F)S(OS(C(F)(F)F)(=O)=O)(=O)=O.[C:16](#[N:23])[C:17]1[CH:22]=[CH:21][CH:20]=[CH:19][CH:18]=1.[Br:24][CH2:25][C:26]([C:28]1[CH:33]=[CH:32][CH:31]=[CH:30][CH:29]=1)=O. (5) Given the product [NH2:5][C:4]1[CH:6]=[CH:7][C:8]([N:31]2[CH2:32][CH2:33][CH2:34][CH:29]([CH2:28][O:27][Si:10]([C:23]([CH3:25])([CH3:24])[CH3:26])([C:11]3[CH:16]=[CH:15][CH:14]=[CH:13][CH:12]=3)[C:17]3[CH:22]=[CH:21][CH:20]=[CH:19][CH:18]=3)[C:30]2=[O:35])=[C:2]([Cl:1])[CH:3]=1, predict the reactants needed to synthesize it. The reactants are: [Cl:1][C:2]1[CH:3]=[C:4]([CH:6]=[CH:7][C:8]=1I)[NH2:5].[Si:10]([O:27][CH2:28][CH:29]1[CH2:34][CH2:33][CH2:32][NH:31][C:30]1=[O:35])([C:23]([CH3:26])([CH3:25])[CH3:24])([C:17]1[CH:22]=[CH:21][CH:20]=[CH:19][CH:18]=1)[C:11]1[CH:16]=[CH:15][CH:14]=[CH:13][CH:12]=1.P([O-])([O-])([O-])=O.[K+].[K+].[K+].CNCCNC. (6) The reactants are: [Br:1][C:2]1[C:10]2[C:5](=[CH:6][CH:7]=[CH:8][C:9]=2[N+:11]([O-:13])=[O:12])[NH:4][N:3]=1.C(=O)([O-])[O-].[K+].[K+].Cl.Cl[CH2:22][C:23]1[CH:28]=[CH:27][CH:26]=[C:25]([O:29][CH2:30][CH3:31])[N:24]=1. Given the product [Br:1][C:2]1[C:10]2[C:5](=[CH:6][CH:7]=[CH:8][C:9]=2[N+:11]([O-:13])=[O:12])[N:4]([CH2:22][C:23]2[CH:28]=[CH:27][CH:26]=[C:25]([O:29][CH2:30][CH3:31])[N:24]=2)[N:3]=1, predict the reactants needed to synthesize it. (7) Given the product [N:30]1([CH2:29][CH2:28][CH2:27][O:26][C:23]2[CH:22]=[CH:21][C:20]([N:12]3[C:13]4[C:18](=[CH:17][CH:16]=[CH:15][CH:14]=4)[CH:19]=[C:11]3[CH2:10][CH2:9][OH:8])=[CH:25][CH:24]=2)[CH2:34][CH2:33][CH2:32][CH2:31]1, predict the reactants needed to synthesize it. The reactants are: [Si]([O:8][CH2:9][CH2:10][C:11]1[N:12]([C:20]2[CH:25]=[CH:24][C:23]([O:26][CH2:27][CH2:28][CH2:29][N:30]3[CH2:34][CH2:33][CH2:32][CH2:31]3)=[CH:22][CH:21]=2)[C:13]2[C:18]([CH:19]=1)=[CH:17][CH:16]=[CH:15][CH:14]=2)(C(C)(C)C)(C)C.[F-].C([N+](CCCC)(CCCC)CCCC)CCC.